From a dataset of Forward reaction prediction with 1.9M reactions from USPTO patents (1976-2016). Predict the product of the given reaction. (1) Given the reactants [Li].C[Si]([NH-])(C)C.Br[CH2:8][C:9]([N:11]1[CH2:16][CH2:15][N:14]([C:17]2[CH:22]=[CH:21][CH:20]=[CH:19][N:18]=2)[CH2:13][CH2:12]1)=[O:10].[CH3:23][O:24][C:25]1[CH:30]=[CH:29][C:28]([C:31]2[N:32]=[C:33]([C:36]3[CH:41]=[CH:40][CH:39]=[CH:38][CH:37]=3)[NH:34][CH:35]=2)=[CH:27][CH:26]=1, predict the reaction product. The product is: [CH3:23][O:24][C:25]1[CH:26]=[CH:27][C:28]([C:31]2[N:32]=[C:33]([C:36]3[CH:37]=[CH:38][CH:39]=[CH:40][CH:41]=3)[N:34]([CH2:8][C:9]([N:11]3[CH2:16][CH2:15][N:14]([C:17]4[CH:22]=[CH:21][CH:20]=[CH:19][N:18]=4)[CH2:13][CH2:12]3)=[O:10])[CH:35]=2)=[CH:29][CH:30]=1. (2) Given the reactants F[C:2]1[CH:17]=[C:16]([C:18]([F:21])([F:20])[F:19])[CH:15]=[CH:14][C:3]=1[C:4]([NH:6][C:7]1[CH:12]=[CH:11][NH:10][C:9](=[O:13])[CH:8]=1)=[O:5].[F:22][C:23]1[CH:28]=[C:27]([F:29])[CH:26]=[CH:25][C:24]=1[OH:30].C([O-])([O-])=O.[Cs+].[Cs+], predict the reaction product. The product is: [F:22][C:23]1[CH:28]=[C:27]([F:29])[CH:26]=[CH:25][C:24]=1[O:30][C:2]1[CH:17]=[C:16]([C:18]([F:21])([F:20])[F:19])[CH:15]=[CH:14][C:3]=1[C:4]([NH:6][C:7]1[CH:12]=[CH:11][NH:10][C:9](=[O:13])[CH:8]=1)=[O:5]. (3) Given the reactants [O:1]1[C:6]2[CH:7]=[CH:8][C:9]([N:11]3[CH2:15][C@@H:14]([CH2:16][OH:17])[O:13][C:12]3=[O:18])=[CH:10][C:5]=2[O:4][CH2:3][CH2:2]1.C(OC[C@H]1OC1)(=[O:23])CCC.C(OC1C(OC(=O)C)=C(I)C=CC=1)(=O)C.CC1(C)N([O])C(C)(C)CCC1.C([O-])([O-])=O.[Na+].[Na+], predict the reaction product. The product is: [O:1]1[C:6]2[CH:7]=[CH:8][C:9]([N:11]3[CH2:15][C@@H:14]([C:16]([OH:23])=[O:17])[O:13][C:12]3=[O:18])=[CH:10][C:5]=2[O:4][CH2:3][CH2:2]1. (4) Given the reactants C([NH:3][C@@H:4]1[C:34](=[O:35])[N:6]2[C:7]([C:18]([O:20][CH:21]([C:28]3[CH:33]=[CH:32][CH:31]=[CH:30][CH:29]=3)[C:22]3[CH:27]=[CH:26][CH:25]=[CH:24][CH:23]=3)=[O:19])=[C:8]([S:11][CH2:12][C:13]3[CH:14]=[N:15][NH:16][CH:17]=3)[CH2:9][S:10][C@H:5]12)=O.Cl, predict the reaction product. The product is: [NH2:3][C@@H:4]1[C:34](=[O:35])[N:6]2[C:7]([C:18]([O:20][CH:21]([C:22]3[CH:27]=[CH:26][CH:25]=[CH:24][CH:23]=3)[C:28]3[CH:33]=[CH:32][CH:31]=[CH:30][CH:29]=3)=[O:19])=[C:8]([S:11][CH2:12][C:13]3[CH:17]=[N:16][NH:15][CH:14]=3)[CH2:9][S:10][C@H:5]12. (5) The product is: [Br:20][C:8]1[CH:9]=[CH:10][C:5]2[N:4]([CH2:11][CH2:12][CH2:13][CH2:14][C:15]([O:17][CH2:18][CH3:19])=[O:16])[CH2:3][CH2:2][O:1][C:6]=2[CH:7]=1. Given the reactants [O:1]1[C:6]2[CH:7]=[CH:8][CH:9]=[CH:10][C:5]=2[N:4]([CH2:11][CH2:12][CH2:13][CH2:14][C:15]([O:17][CH2:18][CH3:19])=[O:16])[CH2:3][CH2:2]1.[Br-:20].[Br-].[Br-].C([N+](CCCC)(CCCC)CCCC)CCC.C([N+](CCCC)(CCCC)CCCC)CCC.C([N+](CCCC)(CCCC)CCCC)CCC.O, predict the reaction product. (6) Given the reactants C(OP([CH2:9][C:10]([O:12][CH2:13][CH3:14])=[O:11])(OCC)=O)C.[H-].[Na+].[CH:17]1([CH:20]=O)[CH2:19][CH2:18]1, predict the reaction product. The product is: [CH:17]1([CH:20]=[CH:9][C:10]([O:12][CH2:13][CH3:14])=[O:11])[CH2:19][CH2:18]1.